This data is from Forward reaction prediction with 1.9M reactions from USPTO patents (1976-2016). The task is: Predict the product of the given reaction. (1) Given the reactants [C:1]([O:4][CH2:5][C:6]#[C:7][CH2:8][C:9]([O:11][CH:12]([CH3:14])[CH3:13])=[O:10])(=[O:3])[CH3:2].[Cl:15][C:16]1[N:21]=[CH:20][C:19]([CH2:22][NH:23]C)=[CH:18][CH:17]=1, predict the reaction product. The product is: [C:1]([O:4][CH2:5][C:6]([NH:23][CH2:22][C:19]1[CH:20]=[N:21][C:16]([Cl:15])=[CH:17][CH:18]=1)=[CH:7][CH2:8][C:9]([O:11][CH:12]([CH3:14])[CH3:13])=[O:10])(=[O:3])[CH3:2]. (2) Given the reactants Br.[OH:2][C:3]1[CH:4]=[C:5]([C:9]2[N:10]=[CH:11][N:12]([C:14]([N:16]([CH3:29])[CH:17]3[CH2:22][CH2:21][N:20]([C:23]4[CH:28]=[CH:27][CH:26]=[CH:25][CH:24]=4)[CH2:19][CH2:18]3)=[O:15])[CH:13]=2)[CH:6]=[CH:7][CH:8]=1.[S:30](Cl)(=[O:33])(=[O:32])[NH2:31].CN(C)[C:37](=[O:39])C, predict the reaction product. The product is: [S:30](=[O:33])(=[O:32])([O:2][C:3]1[CH:8]=[CH:7][CH:6]=[C:5]([C:9]2[N:10]=[CH:11][N:12]([C:14](=[O:15])[N:16]([CH:17]3[CH2:18][CH2:19][N:20]([C:23]4[CH:24]=[CH:25][C:26]([O:39][CH3:37])=[CH:27][CH:28]=4)[CH2:21][CH2:22]3)[CH3:29])[CH:13]=2)[CH:4]=1)[NH2:31]. (3) Given the reactants [NH2:1][C:2]1[N:3]=[CH:4][C:5]([C:16]2[CH:17]=[N:18][N:19]([CH:21]3[CH2:26][CH2:25][N:24]([C:27](=[O:29])[CH3:28])[CH2:23][CH2:22]3)[CH:20]=2)=[C:6]2[CH:10]=[C:9]([C:11]3[CH2:15][CH2:14][CH2:13][CH:12]=3)[O:8][C:7]=12, predict the reaction product. The product is: [NH2:1][C:2]1[N:3]=[CH:4][C:5]([C:16]2[CH:17]=[N:18][N:19]([CH:21]3[CH2:26][CH2:25][N:24]([C:27](=[O:29])[CH3:28])[CH2:23][CH2:22]3)[CH:20]=2)=[C:6]2[CH:10]=[C:9]([CH:11]3[CH2:12][CH2:13][CH2:14][CH2:15]3)[O:8][C:7]=12.